Predict the reaction yield, written as a fraction of the theoretical maximum amount of product (1.0 means a 100% yield; for example, 0.34 means a 34% yield). From a dataset of Reaction yield outcomes from USPTO patents with 853,638 reactions. The reactants are [Cl:1][C:2]1[CH:3]=[C:4]2[C:9](=[CH:10][CH:11]=1)[CH:8]=[C:7]([S:12](Cl)(=[O:14])=[O:13])[CH:6]=[CH:5]2.S([O-])([O-])=O.[Na+:20].[Na+].C(=O)([O-])[O-].[Na+].[Na+]. The catalyst is O. The product is [Cl:1][C:2]1[CH:3]=[C:4]2[C:9](=[CH:10][CH:11]=1)[CH:8]=[C:7]([S:12]([O-:14])=[O:13])[CH:6]=[CH:5]2.[Na+:20]. The yield is 0.840.